Dataset: Peptide-MHC class I binding affinity with 185,985 pairs from IEDB/IMGT. Task: Regression. Given a peptide amino acid sequence and an MHC pseudo amino acid sequence, predict their binding affinity value. This is MHC class I binding data. (1) The MHC is HLA-A68:01 with pseudo-sequence HLA-A68:01. The binding affinity (normalized) is 0. The peptide sequence is MFTNRSGSQ. (2) The peptide sequence is RNWAHSSL. The MHC is HLA-B54:01 with pseudo-sequence HLA-B54:01. The binding affinity (normalized) is 0.